Dataset: Reaction yield outcomes from USPTO patents with 853,638 reactions. Task: Predict the reaction yield, written as a fraction of the theoretical maximum amount of product (1.0 means a 100% yield; for example, 0.34 means a 34% yield). (1) The reactants are C([O:8][C:9]1[C:14]([CH3:15])=[CH:13][C:12]([C:16]2[NH:17][C:18](=[O:30])[C:19]3[C:20]([O:28][CH3:29])=[CH:21][C:22]([O:26]C)=[N:23][C:24]=3[CH:25]=2)=[CH:11][C:10]=1[CH3:31])C1C=CC=CC=1.B(Br)(Br)Br.[ClH:36].CCOCC. The catalyst is ClCCl. The product is [ClH:36].[OH:26][C:22]1[CH:21]=[C:20]([O:28][CH3:29])[C:19]2[C:18](=[O:30])[NH:17][C:16]([C:12]3[CH:13]=[C:14]([CH3:15])[C:9]([OH:8])=[C:10]([CH3:31])[CH:11]=3)=[CH:25][C:24]=2[N:23]=1. The yield is 0.370. (2) The yield is 0.940. The product is [CH2:1]1[O:9][C:4]([CH2:7][CH2:8][I:10])([CH3:5])[O:3][CH2:2]1. The reactants are [CH2:1]1[O:9][C:4]([CH2:7][CH3:8])([CH2:5]Br)[O:3][CH2:2]1.[I-:10].[Na+].C(=O)([O-])[O-].[Na+].[Na+]. The catalyst is CC(C)=O. (3) The reactants are [CH3:1][O:2][C:3]1[CH:4]=[C:5]([CH:9]=O)[CH:6]=[N:7][CH:8]=1.[C:11](#[N:15])[CH2:12][C:13]#[N:14].N1CCCCC1.[NH2:22][C:23]1[CH:24]=[C:25]([OH:29])[CH:26]=[CH:27][CH:28]=1. The catalyst is C(O)C. The product is [NH2:14][C:13]1[O:29][C:25]2[C:26]([CH:9]([C:5]3[CH:6]=[N:7][CH:8]=[C:3]([O:2][CH3:1])[CH:4]=3)[C:12]=1[C:11]#[N:15])=[CH:27][CH:28]=[C:23]([NH2:22])[CH:24]=2. The yield is 0.310. (4) The reactants are [C:1]([NH:4][C:5]1[CH:10]=[CH:9][C:8]([S:11](Cl)(=[O:13])=[O:12])=[CH:7][CH:6]=1)(=[O:3])[CH3:2].[NH2:15][C:16]1[S:17][C:18]([CH2:21][OH:22])=[N:19][N:20]=1.Cl. The product is [OH:22][CH2:21][C:18]1[S:17][C:16]([NH:15][S:11]([C:8]2[CH:9]=[CH:10][C:5]([NH:4][C:1](=[O:3])[CH3:2])=[CH:6][CH:7]=2)(=[O:13])=[O:12])=[N:20][N:19]=1. The yield is 0.820. The catalyst is N1C=CC=CC=1. (5) The reactants are [Cl-].O[NH3+:3].[C:4](=[O:7])([O-])[OH:5].[Na+].CS(C)=O.[CH2:13]([C:15]1[N:16]=[C:17]([CH2:44][CH2:45][CH3:46])[N:18]([CH2:29][C:30]2[CH:35]=[CH:34][C:33]([C:36]3[C:37]([C:42]#[N:43])=[CH:38][CH:39]=[CH:40][CH:41]=3)=[CH:32][CH:31]=2)[C:19](=[O:28])[C:20]=1[CH2:21][N:22]1[CH2:27][CH2:26][O:25][CH2:24][CH2:23]1)[CH3:14]. The catalyst is O. The product is [CH2:13]([C:15]1[N:16]=[C:17]([CH2:44][CH2:45][CH3:46])[N:18]([CH2:29][C:30]2[CH:35]=[CH:34][C:33]([C:36]3[CH:41]=[CH:40][CH:39]=[CH:38][C:37]=3[C:42]3[NH:3][C:4](=[O:7])[O:5][N:43]=3)=[CH:32][CH:31]=2)[C:19](=[O:28])[C:20]=1[CH2:21][N:22]1[CH2:23][CH2:24][O:25][CH2:26][CH2:27]1)[CH3:14]. The yield is 0.610. (6) The reactants are [Br:1][CH:2]([C:4]1[N:5]=[C:6]2[S:13][CH:12]=[C:11]([CH3:14])[N:7]2[C:8](=[O:10])[CH:9]=1)[CH3:3].C(#N)C.[Br:18]N1C(=O)CCC1=O.S([O-])([O-])=O.[Na+].[Na+]. The catalyst is O. The product is [Br:18][C:9]1[C:8](=[O:10])[N:7]2[C:11]([CH3:14])=[CH:12][S:13][C:6]2=[N:5][C:4]=1[CH:2]([Br:1])[CH3:3]. The yield is 0.910.